This data is from Full USPTO retrosynthesis dataset with 1.9M reactions from patents (1976-2016). The task is: Predict the reactants needed to synthesize the given product. Given the product [C:39]([N:28]([CH2:29][CH2:30][CH2:31][N:32]1[CH2:36][CH2:35][CH2:34][CH2:33]1)[C:25]1[CH:26]=[CH:27][C:22]([CH2:21][N:18]2[CH2:17][CH2:16][CH:15]([NH:14][C:12]([C:8]3[O:9][C:10]4[C:5]([C:6](=[O:38])[CH:7]=3)=[CH:4][CH:3]=[C:2]([F:1])[CH:11]=4)=[O:13])[CH2:20][CH2:19]2)=[CH:23][C:24]=1[F:37])(=[O:41])[CH3:40], predict the reactants needed to synthesize it. The reactants are: [F:1][C:2]1[CH:11]=[C:10]2[C:5]([C:6](=[O:38])[CH:7]=[C:8]([C:12]([NH:14][CH:15]3[CH2:20][CH2:19][N:18]([CH2:21][C:22]4[CH:27]=[CH:26][C:25]([NH:28][CH2:29][CH2:30][CH2:31][N:32]5[CH2:36][CH2:35][CH2:34][CH2:33]5)=[C:24]([F:37])[CH:23]=4)[CH2:17][CH2:16]3)=[O:13])[O:9]2)=[CH:4][CH:3]=1.[C:39](Cl)(=[O:41])[CH3:40].